This data is from Forward reaction prediction with 1.9M reactions from USPTO patents (1976-2016). The task is: Predict the product of the given reaction. (1) Given the reactants [NH:1]1[CH2:6][CH2:5][CH2:4][CH2:3][CH2:2]1.[CH3:7]N(C=O)C.[CH:12]1[CH:13]=CC2N(O)N=NC=2[CH:17]=1.CCN=C=N[CH2:27][CH2:28][CH2:29]N(C)C.Cl.[OH2:34], predict the reaction product. The product is: [CH3:7][C:28]([CH3:27])([CH3:29])[CH2:17][CH2:12][C:13]([N:1]1[CH2:6][CH2:5][CH2:4][CH2:3][CH2:2]1)=[O:34]. (2) Given the reactants [C:1]1([NH:7][CH2:8][C:9]2[CH:14]=[CH:13][CH:12]=[CH:11][CH:10]=2)[CH:6]=[CH:5][CH:4]=[CH:3][CH:2]=1.[CH2:15]([O:22][C:23]1[CH:31]=[CH:30][C:29]([CH:32]=[O:33])=[CH:28][C:24]=1[C:25](O)=[O:26])[C:16]1[CH:21]=[CH:20][CH:19]=[CH:18][CH:17]=1.ON1C2N=CC=CC=2N=N1.CN1CCOCC1.Cl.CN(C)CCCN=C=NCC, predict the reaction product. The product is: [CH2:8]([N:7]([C:1]1[CH:2]=[CH:3][CH:4]=[CH:5][CH:6]=1)[C:25](=[O:26])[C:24]1[CH:28]=[C:29]([CH:32]=[O:33])[CH:30]=[CH:31][C:23]=1[O:22][CH2:15][C:16]1[CH:17]=[CH:18][CH:19]=[CH:20][CH:21]=1)[C:9]1[CH:10]=[CH:11][CH:12]=[CH:13][CH:14]=1. (3) Given the reactants [NH2:1][C:2]1[CH:3]=[N:4][C:5]2[CH2:6][C@@H:7]([NH:13][C:14](=[O:20])[O:15][C:16]([CH3:19])([CH3:18])[CH3:17])[C@H:8]([OH:12])[CH2:9][C:10]=2[CH:11]=1.Cl[C:22]1[C:27]([N+:28]([O-:30])=[O:29])=[CH:26][CH:25]=[C:24]([O:31][CH3:32])[N:23]=1.C(=O)(O)[O-].[Na+], predict the reaction product. The product is: [OH:12][C@H:8]1[C@H:7]([NH:13][C:14](=[O:20])[O:15][C:16]([CH3:17])([CH3:19])[CH3:18])[CH2:6][C:5]2[N:4]=[CH:3][C:2]([NH:1][C:22]3[C:27]([N+:28]([O-:30])=[O:29])=[CH:26][CH:25]=[C:24]([O:31][CH3:32])[N:23]=3)=[CH:11][C:10]=2[CH2:9]1. (4) The product is: [CH3:17][O:16][C:9]1[CH:8]=[C:7]2[C:12]([C:13]([C:14]([OH:30])=[O:15])=[C:5]([C:3]([O:2][CH3:1])=[O:4])[N:6]2[CH2:18][C:19]2[CH:24]=[CH:23][CH:22]=[CH:21][N:20]=2)=[CH:11][CH:10]=1. Given the reactants [CH3:1][O:2][C:3]([C:5]1[N:6]([CH2:18][C:19]2[CH:24]=[CH:23][CH:22]=[CH:21][N:20]=2)[C:7]2[C:12]([C:13]=1[CH:14]=[O:15])=[CH:11][CH:10]=[C:9]([O:16][CH3:17])[CH:8]=2)=[O:4].CC(=CC)C.[O-:30]Cl=O.[Na+], predict the reaction product.